From a dataset of Catalyst prediction with 721,799 reactions and 888 catalyst types from USPTO. Predict which catalyst facilitates the given reaction. (1) Reactant: C(CP(=O)([O:8][CH2:9][CH3:10])OCC)#N.C[Si]([N-][Si](C)(C)C)(C)C.[Na+].C(C1O[C:27]([CH2:29][N:30]([CH2:43][C:44]([F:47])([F:46])[F:45])[C:31]2[CH:38]=[CH:37][C:34]([C:35]#[N:36])=[C:33]([C:39]([F:42])([F:41])[F:40])[CH:32]=2)=[CH:26]C=1)=O. Product: [C:29]([CH:27]=[CH:26][C:9]1[O:8][C:27]([CH2:29][N:30]([CH2:43][C:44]([F:45])([F:47])[F:46])[C:31]2[CH:38]=[CH:37][C:34]([C:35]#[N:36])=[C:33]([C:39]([F:40])([F:41])[F:42])[CH:32]=2)=[CH:26][CH:10]=1)#[N:30]. The catalyst class is: 1. (2) Reactant: [NH2:1][CH:2]1[CH2:7][CH2:6][CH:5]([CH2:8][NH:9][C:10]2[CH:15]=[CH:14][CH:13]=[CH:12][CH:11]=2)[CH2:4][CH2:3]1.[Cl:16][C:17]1[CH:18]=[C:19]([CH:23]=[CH:24][CH:25]=1)[C:20](Cl)=[O:21]. Product: [Cl:16][C:17]1[CH:18]=[C:19]([CH:23]=[CH:24][CH:25]=1)[C:20]([NH:1][C@H:2]1[CH2:7][CH2:6][C@H:5]([CH2:8][NH:9][C:10]2[CH:11]=[CH:12][CH:13]=[CH:14][CH:15]=2)[CH2:4][CH2:3]1)=[O:21]. The catalyst class is: 2. (3) Reactant: Cl.[NH2:2][CH2:3][CH2:4][C:5]([O:7][CH2:8][C:9]1[CH:14]=[CH:13][CH:12]=[CH:11][CH:10]=1)=[O:6].C([O-])([O-])=O.[K+].[K+].[O:21]=[C:22]1[CH2:27][N:26]([CH2:28][C:29]([OH:31])=[O:30])[CH2:25][C:24](=[O:32])[O:23]1. Product: [CH2:8]([O:7][C:5](=[O:6])[CH2:4][CH2:3][NH:2][C:22](=[O:21])[CH2:27][N:26]([CH2:25][C:24]([OH:32])=[O:23])[CH2:28][C:29]([OH:31])=[O:30])[C:9]1[CH:14]=[CH:13][CH:12]=[CH:11][CH:10]=1. The catalyst class is: 3. (4) Reactant: C(=O)([O-])[O-].[Cs+].[Cs+].[CH2:7]([C:10]1[S:11][C:12]2[C:21]3[CH:20]=[CH:19][C:18]([OH:22])=[CH:17][C:16]=3[N:15]=[CH:14][C:13]=2[N:23]=1)[CH2:8][CH3:9].I[CH2:25][CH2:26][CH2:27][CH2:28][CH2:29][CH2:30][NH:31][C:32](=[O:38])[O:33][C:34]([CH3:37])([CH3:36])[CH3:35]. Product: [CH2:7]([C:10]1[S:11][C:12]2[C:21]3[CH:20]=[CH:19][C:18]([O:22][CH2:25][CH2:26][CH2:27][CH2:28][CH2:29][CH2:30][NH:31][C:32](=[O:38])[O:33][C:34]([CH3:37])([CH3:36])[CH3:35])=[CH:17][C:16]=3[N:15]=[CH:14][C:13]=2[N:23]=1)[CH2:8][CH3:9]. The catalyst class is: 3. (5) Reactant: [CH3:1][C:2]1[CH:3]=[C:4]([CH:19]=[CH:20][C:21]=1[N+:22]([O-:24])=[O:23])[CH2:5][N:6]1[C:10](O)=[CH:9][C:8]([C:12]([F:18])([F:17])[C:13]([F:16])([F:15])[F:14])=[N:7]1.COC1C=CC(P2(=S)SP(=S)(C3C=CC(OC)=CC=3)[S:34]2)=CC=1. The catalyst class is: 11. Product: [CH3:1][C:2]1[CH:3]=[C:4]([CH:19]=[CH:20][C:21]=1[N+:22]([O-:24])=[O:23])[CH2:5][N:6]1[C:10]([SH:34])=[CH:9][C:8]([C:12]([F:18])([F:17])[C:13]([F:16])([F:15])[F:14])=[N:7]1. (6) Reactant: [CH3:1][O:2][C:3](=[O:39])[C:4]1[CH:38]=[CH:37][C:7]([C:8]([NH:10][C:11]2[C:12]([O:35][CH3:36])=[N:13][C:14]([O:17][CH2:18][C:19]3[C:20]([C:27]4[C:32]([Cl:33])=[CH:31][CH:30]=[CH:29][C:28]=4[Cl:34])=[N:21][O:22][C:23]=3[CH:24]([CH3:26])[CH3:25])=[CH:15][CH:16]=2)=[O:9])=[CH:6][CH:5]=1.[H-].[Na+].[CH3:42]I. Product: [CH3:1][O:2][C:3](=[O:39])[C:4]1[CH:5]=[CH:6][C:7]([C:8]([N:10]([C:11]2[C:12]([O:35][CH3:36])=[N:13][C:14]([O:17][CH2:18][C:19]3[C:20]([C:27]4[C:32]([Cl:33])=[CH:31][CH:30]=[CH:29][C:28]=4[Cl:34])=[N:21][O:22][C:23]=3[CH:24]([CH3:26])[CH3:25])=[CH:15][CH:16]=2)[CH3:42])=[O:9])=[CH:37][CH:38]=1. The catalyst class is: 1. (7) Reactant: [NH2:1][C:2]1[CH:7]=[CH:6][CH:5]=[CH:4][C:3]=1[SH:8].[Cl:9][C:10]1[CH:19]=[C:18]([CH2:20]Cl)[C:13]2[O:14][CH2:15][O:16][CH2:17][C:12]=2[CH:11]=1.C(=O)([O-])[O-].[K+].[K+]. Product: [ClH:9].[Cl:9][C:10]1[CH:19]=[C:18]([CH2:20][S:8][C:3]2[CH:4]=[CH:5][CH:6]=[CH:7][C:2]=2[NH2:1])[C:13]2[O:14][CH2:15][O:16][CH2:17][C:12]=2[CH:11]=1. The catalyst class is: 162.